This data is from Full USPTO retrosynthesis dataset with 1.9M reactions from patents (1976-2016). The task is: Predict the reactants needed to synthesize the given product. (1) Given the product [C:39]([C:38]1[CH:37]=[C:36]([NH:35][C:15]([C@@:11]2([CH:18]([CH3:19])[CH3:20])[CH2:12][C:13](=[O:14])[N:9]([C:3]3[C:4]([CH3:8])=[CH:5][CH:6]=[CH:7][C:2]=3[CH3:1])[CH2:10]2)=[O:16])[CH:43]=[C:42]([C:44]([F:45])([F:46])[F:47])[CH:41]=1)#[N:40], predict the reactants needed to synthesize it. The reactants are: [CH3:1][C:2]1[CH:7]=[CH:6][CH:5]=[C:4]([CH3:8])[C:3]=1[N:9]1[C:13](=[O:14])[CH2:12][C@:11]([CH:18]([CH3:20])[CH3:19])([C:15](O)=[O:16])[CH2:10]1.CS(Cl)(=O)=O.C(N(C(C)C)CC)(C)C.[NH2:35][C:36]1[CH:37]=[C:38]([CH:41]=[C:42]([C:44]([F:47])([F:46])[F:45])[CH:43]=1)[C:39]#[N:40]. (2) The reactants are: [N+:1]([C:4]1[CH:9]=[CH:8][C:7]([C:10]2[S:11][CH:12]=[CH:13][CH:14]=2)=[CH:6][C:5]=1[NH:15][C:16](=[O:23])[O:17][CH2:18][CH:19]1[CH2:22][NH:21][CH2:20]1)([O-:3])=[O:2].[CH2:24](Cl)Cl.C=O.C([BH3-])#N.[Na+]. Given the product [N+:1]([C:4]1[CH:9]=[CH:8][C:7]([C:10]2[S:11][CH:12]=[CH:13][CH:14]=2)=[CH:6][C:5]=1[NH:15][C:16](=[O:23])[O:17][CH2:18][CH:19]1[CH2:20][N:21]([CH3:24])[CH2:22]1)([O-:3])=[O:2], predict the reactants needed to synthesize it. (3) Given the product [Cl:1][C:2]1[C:7]([CH2:8][N:9]([CH2:20][C:21]2[CH:22]=[C:23]([CH:35]=[CH:36][CH:37]=2)[CH2:24][N:25]2[CH:29]([C:30]([N:51]3[CH2:50][CH2:49][C:48]([C:45]4[CH:46]=[CH:47][C:42]([Cl:41])=[CH:43][CH:44]=4)([OH:54])[CH2:53][CH2:52]3)=[O:31])[CH2:28][CH2:27][S:26]2(=[O:34])=[O:33])[C@H:10]([CH2:16][N:17]([CH3:18])[CH3:19])[CH2:11][C:12]([CH3:15])([CH3:14])[CH3:13])=[C:6]([F:38])[C:5]([O:39][CH3:40])=[CH:4][CH:3]=1, predict the reactants needed to synthesize it. The reactants are: [Cl:1][C:2]1[C:7]([CH2:8][N:9]([CH2:20][C:21]2[CH:22]=[C:23]([CH:35]=[CH:36][CH:37]=2)[CH2:24][N:25]2[CH:29]([C:30](O)=[O:31])[CH2:28][CH2:27][S:26]2(=[O:34])=[O:33])[C@H:10]([CH2:16][N:17]([CH3:19])[CH3:18])[CH2:11][C:12]([CH3:15])([CH3:14])[CH3:13])=[C:6]([F:38])[C:5]([O:39][CH3:40])=[CH:4][CH:3]=1.[Cl:41][C:42]1[CH:47]=[CH:46][C:45]([C:48]2([OH:54])[CH2:53][CH2:52][NH:51][CH2:50][CH2:49]2)=[CH:44][CH:43]=1. (4) The reactants are: [C:1]1([C:45]2[CH:50]=[CH:49][CH:48]=[CH:47][CH:46]=2)[CH:6]=[CH:5][C:4]([C:7]2[N:8]([C:38]3[CH:43]=[CH:42][C:41]([Cl:44])=[CH:40][CH:39]=3)[C:9](=[O:37])[C:10]3[N:11]=[C:12]([CH2:22][N:23](CC4C=CC(OC)=CC=4)[S:24]([CH3:27])(=[O:26])=[O:25])[N:13]([C:16]4[CH:21]=[CH:20][CH:19]=[CH:18][CH:17]=4)[C:14]=3[N:15]=2)=[CH:3][CH:2]=1. Given the product [C:1]1([C:45]2[CH:50]=[CH:49][CH:48]=[CH:47][CH:46]=2)[CH:2]=[CH:3][C:4]([C:7]2[N:8]([C:38]3[CH:39]=[CH:40][C:41]([Cl:44])=[CH:42][CH:43]=3)[C:9](=[O:37])[C:10]3[N:11]=[C:12]([CH2:22][NH:23][S:24]([CH3:27])(=[O:25])=[O:26])[N:13]([C:16]4[CH:17]=[CH:18][CH:19]=[CH:20][CH:21]=4)[C:14]=3[N:15]=2)=[CH:5][CH:6]=1, predict the reactants needed to synthesize it. (5) Given the product [Cl:1][C:2]1[CH:8]=[C:7]([O:9][C:10]2[C:19]3[C:14](=[CH:15][C:16]([O:22][CH3:23])=[C:17]([O:20][CH3:21])[CH:18]=3)[N:13]=[CH:12][N:11]=2)[CH:6]=[CH:5][C:3]=1[NH:4][C:28]([NH:45][CH:42]1[CH2:43][CH2:44][N:40]([CH2:39][C:38]2[CH:46]=[CH:47][CH:48]=[CH:49][C:37]=2[CH3:36])[CH2:41]1)=[O:34], predict the reactants needed to synthesize it. The reactants are: [Cl:1][C:2]1[CH:8]=[C:7]([O:9][C:10]2[C:19]3[C:14](=[CH:15][C:16]([O:22][CH3:23])=[C:17]([O:20][CH3:21])[CH:18]=3)[N:13]=[CH:12][N:11]=2)[CH:6]=[CH:5][C:3]=1[NH2:4].ClC(Cl)(O[C:28](=[O:34])OC(Cl)(Cl)Cl)Cl.[CH3:36][C:37]1[CH:49]=[CH:48][CH:47]=[CH:46][C:38]=1[CH2:39][N:40]1[CH2:44][CH2:43][CH:42]([NH2:45])[CH2:41]1.C(=O)([O-])O.[Na+]. (6) Given the product [O:5]1[C:6]2[C:11](=[CH:10][CH:9]=[CH:8][CH:7]=2)[CH2:2][CH2:3][CH2:4]1, predict the reactants needed to synthesize it. The reactants are: O[CH:2]1[C:11]2[C:6](=[CH:7][CH:8]=[CH:9][CH:10]=2)[O:5][CH2:4][CH2:3]1.C(OC(=O)C)(=O)C.[H][H].